Regression. Given two drug SMILES strings and cell line genomic features, predict the synergy score measuring deviation from expected non-interaction effect. From a dataset of NCI-60 drug combinations with 297,098 pairs across 59 cell lines. Drug 1: C1=CC(=C2C(=C1NCCNCCO)C(=O)C3=C(C=CC(=C3C2=O)O)O)NCCNCCO. Drug 2: CN1C2=C(C=C(C=C2)N(CCCl)CCCl)N=C1CCCC(=O)O.Cl. Cell line: MDA-MB-231. Synergy scores: CSS=20.5, Synergy_ZIP=-7.28, Synergy_Bliss=-12.0, Synergy_Loewe=-26.1, Synergy_HSA=-9.29.